This data is from Full USPTO retrosynthesis dataset with 1.9M reactions from patents (1976-2016). The task is: Predict the reactants needed to synthesize the given product. (1) Given the product [O:32]1[CH2:33][CH2:34][CH:29]([C:27]([C:2]2[CH:7]=[CH:6][C:5]([O:8][C:9]([F:12])([F:11])[F:10])=[CH:4][CH:3]=2)=[O:28])[CH2:30][CH2:31]1, predict the reactants needed to synthesize it. The reactants are: Br[C:2]1[CH:7]=[CH:6][C:5]([O:8][C:9]([F:12])([F:11])[F:10])=[CH:4][CH:3]=1.C([Li])CCC.CCCCCC.CON(C)[C:27]([CH:29]1[CH2:34][CH2:33][O:32][CH2:31][CH2:30]1)=[O:28].[Cl-].[NH4+]. (2) The reactants are: [CH2:1]([OH:23])[C@H:2]1[O:7][C@@H:6]([O:8][C@H:9]2[C@H:14]([OH:15])[C@@H:13]([OH:16])[C@H:12]([OH:17])[O:11][C@@H:10]2[CH2:18][OH:19])[C@H:5]([OH:20])[C@@H:4]([OH:21])[C@@H:3]1[OH:22].OC1O[C@H](CO)[C@@H](O[C@@H]2O[C@H](CO)[C@H](O)[C@H](O)[C@H]2O)[C@H](O)[C@H]1O. Given the product [CH2:1]([OH:23])[C@H:2]1[O:7][C@@H:6]([O:8][C@@H:9]([C@H:14]([OH:15])[C@H:13]([OH:16])[CH:12]=[O:17])[C@H:10]([OH:11])[CH2:18][OH:19])[C@H:5]([OH:20])[C@@H:4]([OH:21])[C@H:3]1[OH:22], predict the reactants needed to synthesize it. (3) Given the product [CH3:31][C:21]1[CH:26]=[CH:25][C:24]([S:27]([O:1][CH2:2][CH2:3][CH2:4][NH:5][C:6]2[CH:13]=[CH:12][C:9]([C:10]#[N:11])=[CH:8][CH:7]=2)(=[O:29])=[O:28])=[CH:23][CH:22]=1, predict the reactants needed to synthesize it. The reactants are: [OH:1][CH2:2][CH2:3][CH2:4][NH:5][C:6]1[CH:13]=[CH:12][C:9]([C:10]#[N:11])=[CH:8][CH:7]=1.C(N(CC)CC)C.[C:21]1([CH3:31])[CH:26]=[CH:25][C:24]([S:27](Cl)(=[O:29])=[O:28])=[CH:23][CH:22]=1. (4) Given the product [F:42][CH2:43][C:44]([N:23]([CH2:22][CH2:21][CH2:20][N:18]([CH2:17][CH2:16][C@@:7]1([OH:15])[CH2:6][CH2:5][C:4]2[C:9](=[CH:10][CH:11]=[C:2]([F:1])[CH:3]=2)[C@@H:8]1[CH:12]([CH3:14])[CH3:13])[CH3:19])[CH2:24][C:25]([CH2:26][O:27][CH3:28])([CH3:29])[CH2:30][O:31][CH3:32])=[O:45], predict the reactants needed to synthesize it. The reactants are: [F:1][C:2]1[CH:3]=[C:4]2[C:9](=[CH:10][CH:11]=1)[C@H:8]([CH:12]([CH3:14])[CH3:13])[C@:7]([CH2:16][CH2:17][N:18]([CH2:20][CH2:21][CH2:22][NH:23][CH2:24][C:25]([CH2:30][O:31][CH3:32])([CH3:29])[CH2:26][O:27][CH3:28])[CH3:19])([OH:15])[CH2:6][CH2:5]2.CCN(C(C)C)C(C)C.[F:42][CH2:43][C:44](Cl)=[O:45]. (5) Given the product [CH2:21]([O:28][C:29]1[C:34]([CH2:35][N:9]2[CH2:8][CH2:7][C:6]3[C:5]([C:13]([OH:15])=[O:14])=[CH:4][C:3]([O:17][CH:18]([CH3:20])[CH3:19])=[C:2]([Cl:1])[C:11]=3[C:10]2=[O:12])=[C:33]([CH3:37])[CH:32]=[C:31]([CH3:38])[N:30]=1)[C:22]1[CH:27]=[CH:26][CH:25]=[CH:24][CH:23]=1, predict the reactants needed to synthesize it. The reactants are: [Cl:1][C:2]1[C:11]2[C:10](=[O:12])[NH:9][CH2:8][CH2:7][C:6]=2[C:5]([C:13]([O:15]C)=[O:14])=[CH:4][C:3]=1[O:17][CH:18]([CH3:20])[CH3:19].[CH2:21]([O:28][C:29]1[C:34]([CH2:35]Cl)=[C:33]([CH3:37])[CH:32]=[C:31]([CH3:38])[N:30]=1)[C:22]1[CH:27]=[CH:26][CH:25]=[CH:24][CH:23]=1.C[Si]([N-][Si](C)(C)C)(C)C.[K+]. (6) Given the product [NH2:11][C:10]1[C:5]([C:3]([OH:4])=[O:2])=[N:6][C:7]([Br:12])=[CH:8][N:9]=1, predict the reactants needed to synthesize it. The reactants are: C[O:2][C:3]([C:5]1[C:10]([NH2:11])=[N:9][CH:8]=[C:7]([Br:12])[N:6]=1)=[O:4].[OH-].[Li+].Cl.